From a dataset of Forward reaction prediction with 1.9M reactions from USPTO patents (1976-2016). Predict the product of the given reaction. (1) Given the reactants [C:1]([O:4][CH2:5][CH:6]([CH2:27][O:28][C:29](=[O:31])[CH3:30])[CH2:7][CH2:8][N:9]1[CH:17]=[N:16][C:15]2[C:10]1=[N:11][C:12]([NH2:26])=[N:13][C:14]=2SC1C=CC(C)=CC=1)(=[O:3])[CH3:2], predict the reaction product. The product is: [C:1]([O:4][CH2:5][CH:6]([CH2:27][O:28][C:29](=[O:31])[CH3:30])[CH2:7][CH2:8][N:9]1[CH:17]=[N:16][C:15]2[C:10]1=[N:11][C:12]([NH2:26])=[N:13][CH:14]=2)(=[O:3])[CH3:2]. (2) Given the reactants [Cl:1][S:2]([CH2:5][CH2:6][CH2:7][NH:8][C:9](=[O:11])[CH3:10])(=[O:4])=[O:3].[OH:12][CH2:13][C:14]([CH3:27])([CH3:26])[C:15]([O:17][CH2:18][CH2:19][N:20]1[CH2:25][CH2:24][O:23][CH2:22][CH2:21]1)=[O:16].C(N(CC)CC)C, predict the reaction product. The product is: [ClH:1].[C:9]([NH:8][CH2:7][CH2:6][CH2:5][S:2]([O:12][CH2:13][C:14]([CH3:27])([CH3:26])[C:15]([O:17][CH2:18][CH2:19][N:20]1[CH2:25][CH2:24][O:23][CH2:22][CH2:21]1)=[O:16])(=[O:4])=[O:3])(=[O:11])[CH3:10]. (3) Given the reactants [CH3:1][O:2][C:3]1[CH:4]=[C:5]([C:9]2[N:10]=[CH:11][O:12][CH:13]=2)[CH:6]=[CH:7][CH:8]=1.[Li]CCCC.[Cl:19]C(Cl)(Cl)C(Cl)(Cl)Cl, predict the reaction product. The product is: [Cl:19][C:11]1[O:12][CH:13]=[C:9]([C:5]2[CH:6]=[CH:7][CH:8]=[C:3]([O:2][CH3:1])[CH:4]=2)[N:10]=1. (4) The product is: [F:14][C:13]1[C:8]([O:7][C:4]2[CH:5]=[CH:6][CH:1]=[CH:2][CH:3]=2)=[CH:9][CH:10]=[CH:11][C:12]=1[C:32]([OH:34])=[O:33]. Given the reactants [CH:1]1[CH:6]=[CH:5][C:4]([O:7][C:8]2[C:13]([F:14])=[CH:12][CH:11]=[CH:10][CH:9]=2)=[CH:3][CH:2]=1.CN(C)CCN(C)CCN(C)C.C([Li])CCC.[C:32](=[O:34])=[O:33], predict the reaction product. (5) Given the reactants F[C:2]1[N:7]=[C:6]([N:8]([CH3:21])[C:9]2[CH:14]=[CH:13][N:12]=[C:11]([C:15]3[CH:20]=[CH:19][CH:18]=[CH:17][CH:16]=3)[N:10]=2)[CH:5]=[CH:4][N:3]=1.[CH3:22][C:23]1[N:24]([C:28]2[CH:29]=[C:30]([CH2:34][C@@H:35]([NH2:37])[CH3:36])[CH:31]=[CH:32][CH:33]=2)[CH:25]=[CH:26][N:27]=1.C([O-])([O-])=O.[Cs+].[Cs+], predict the reaction product. The product is: [CH3:21][N:8]([C:9]1[CH:14]=[CH:13][N:12]=[C:11]([C:15]2[CH:20]=[CH:19][CH:18]=[CH:17][CH:16]=2)[N:10]=1)[C:6]1[CH:5]=[CH:4][N:3]=[C:2]([NH:37][C@@H:35]([CH3:36])[CH2:34][C:30]2[CH:31]=[CH:32][CH:33]=[C:28]([N:24]3[CH:25]=[CH:26][N:27]=[C:23]3[CH3:22])[CH:29]=2)[N:7]=1. (6) Given the reactants [NH:1]1[CH2:11][CH2:10][CH2:9][CH:3]([C:4]([O:6][CH2:7][CH3:8])=[O:5])[CH2:2]1.[C:12](O[C:12]([O:14][C:15]([CH3:18])([CH3:17])[CH3:16])=[O:13])([O:14][C:15]([CH3:18])([CH3:17])[CH3:16])=[O:13], predict the reaction product. The product is: [N:1]1([C:12]([O:14][C:15]([CH3:18])([CH3:17])[CH3:16])=[O:13])[CH2:11][CH2:10][CH2:9][CH:3]([C:4]([O:6][CH2:7][CH3:8])=[O:5])[CH2:2]1.